Dataset: NCI-60 drug combinations with 297,098 pairs across 59 cell lines. Task: Regression. Given two drug SMILES strings and cell line genomic features, predict the synergy score measuring deviation from expected non-interaction effect. (1) Drug 1: CS(=O)(=O)CCNCC1=CC=C(O1)C2=CC3=C(C=C2)N=CN=C3NC4=CC(=C(C=C4)OCC5=CC(=CC=C5)F)Cl. Drug 2: C1=CN(C=N1)CC(O)(P(=O)(O)O)P(=O)(O)O. Cell line: TK-10. Synergy scores: CSS=0.864, Synergy_ZIP=-4.12, Synergy_Bliss=1.96, Synergy_Loewe=-5.66, Synergy_HSA=-0.465. (2) Drug 1: CCC(=C(C1=CC=CC=C1)C2=CC=C(C=C2)OCCN(C)C)C3=CC=CC=C3.C(C(=O)O)C(CC(=O)O)(C(=O)O)O. Drug 2: CC1=C2C(C(=O)C3(C(CC4C(C3C(C(C2(C)C)(CC1OC(=O)C(C(C5=CC=CC=C5)NC(=O)C6=CC=CC=C6)O)O)OC(=O)C7=CC=CC=C7)(CO4)OC(=O)C)O)C)OC(=O)C. Cell line: SF-539. Synergy scores: CSS=70.6, Synergy_ZIP=20.9, Synergy_Bliss=22.3, Synergy_Loewe=-23.6, Synergy_HSA=17.2. (3) Drug 1: C1CCC(C1)C(CC#N)N2C=C(C=N2)C3=C4C=CNC4=NC=N3. Drug 2: C1C(C(OC1N2C=NC(=NC2=O)N)CO)O. Cell line: HS 578T. Synergy scores: CSS=-0.451, Synergy_ZIP=1.08, Synergy_Bliss=2.14, Synergy_Loewe=-7.24, Synergy_HSA=-3.77. (4) Drug 1: C1CCC(C(C1)N)N.C(=O)(C(=O)[O-])[O-].[Pt+4]. Cell line: NCI-H322M. Synergy scores: CSS=-4.15, Synergy_ZIP=0.115, Synergy_Bliss=-4.66, Synergy_Loewe=-5.40, Synergy_HSA=-6.45. Drug 2: C(CCl)NC(=O)N(CCCl)N=O.